Task: Predict the reaction yield, written as a fraction of the theoretical maximum amount of product (1.0 means a 100% yield; for example, 0.34 means a 34% yield).. Dataset: Reaction yield outcomes from USPTO patents with 853,638 reactions (1) The reactants are Br[C:2]1[CH:7]=[CH:6][C:5]([S:8]([CH3:11])(=[O:10])=[O:9])=[CH:4][C:3]=1[N+:12]([O-:14])=[O:13].[CH2:15](B(O)O)[CH3:16].C([O-])([O-])=O.[K+].[K+].CC(=O)OCC. The catalyst is O1CCOCC1.O.C1C=CC(P(C2C=CC=CC=2)[C-]2C=CC=C2)=CC=1.C1C=CC(P(C2C=CC=CC=2)[C-]2C=CC=C2)=CC=1.Cl[Pd]Cl.[Fe+2]. The product is [CH2:15]([C:2]1[CH:7]=[CH:6][C:5]([S:8]([CH3:11])(=[O:10])=[O:9])=[CH:4][C:3]=1[N+:12]([O-:14])=[O:13])[CH3:16]. The yield is 0.400. (2) The reactants are [C:1]([C:3]1[CH:4]=[C:5]2[C:10](=[CH:11][CH:12]=1)[NH:9][C@@H:8]([CH:13]1[CH2:15][CH2:14]1)[C@H:7]([CH3:16])[C@H:6]2[NH:17][C:18](=[O:27])[O:19][CH2:20][C:21]1[CH:26]=[CH:25][CH:24]=[CH:23][CH:22]=1)#[N:2].N1C=CC=CC=1.[C:34](Cl)(=[O:36])[CH3:35]. The catalyst is ClCCl. The product is [C:34]([N:9]1[C:10]2[C:5](=[CH:4][C:3]([C:1]#[N:2])=[CH:12][CH:11]=2)[C@H:6]([NH:17][C:18](=[O:27])[O:19][CH2:20][C:21]2[CH:26]=[CH:25][CH:24]=[CH:23][CH:22]=2)[C@@H:7]([CH3:16])[C@@H:8]1[CH:13]1[CH2:15][CH2:14]1)(=[O:36])[CH3:35]. The yield is 0.690. (3) The reactants are Br[C:2]1[CH:3]=[C:4]2[C:9](=[CH:10][CH:11]=1)[C:8](Cl)=[N:7][N:6]=[CH:5]2.CC1(C)C2C(=C(P(C3C=CC=CC=3)C3C=CC=CC=3)C=CC=2)OC2C(P(C3C=CC=CC=3)C3C=CC=CC=3)=CC=CC1=2.CCN(C(C)C)C(C)C.[CH2:64]([SH:71])[C:65]1[CH:70]=[CH:69][CH:68]=[CH:67][CH:66]=1.[CH3:72][O:73][C:74]1[CH:79]=[C:78]([C:80]([F:83])([F:82])[F:81])[CH:77]=[CH:76][C:75]=1B(O)O.C(=O)([O-])[O-].[K+].[K+]. The catalyst is O1CCOCC1.C1C=CC(/C=C/C(/C=C/C2C=CC=CC=2)=O)=CC=1.C1C=CC(/C=C/C(/C=C/C2C=CC=CC=2)=O)=CC=1.C1C=CC(/C=C/C(/C=C/C2C=CC=CC=2)=O)=CC=1.[Pd].[Pd].C1C=CC(P(C2C=CC=CC=2)[C-]2C=CC=C2)=CC=1.C1C=CC(P(C2C=CC=CC=2)[C-]2C=CC=C2)=CC=1.Cl[Pd]Cl.[Fe+2].C(Cl)Cl.O. The product is [CH2:64]([S:71][C:2]1[CH:3]=[C:4]2[C:9](=[CH:10][CH:11]=1)[C:8]([C:75]1[CH:76]=[CH:77][C:78]([C:80]([F:83])([F:82])[F:81])=[CH:79][C:74]=1[O:73][CH3:72])=[N:7][N:6]=[CH:5]2)[C:65]1[CH:70]=[CH:69][CH:68]=[CH:67][CH:66]=1. The yield is 0.388. (4) The reactants are [N:1]1[CH:6]=[CH:5][CH:4]=[CH:3][C:2]=1[C:7]([NH:9][C:10]1[C:11]([C:21]([OH:23])=O)=[N:12][N:13]([CH:15]2[CH2:20][CH2:19][CH2:18][CH2:17][O:16]2)[CH:14]=1)=[O:8].[NH2:24][C:25]([CH3:29])([CH3:28])[CH2:26][OH:27].CCN=C=NCCCN(C)C.C1C=CC2N(O)N=NC=2C=1.C(=O)([O-])O.[Na+]. The catalyst is CN(C=O)C. The product is [OH:27][CH2:26][C:25]([NH:24][C:21]([C:11]1[C:10]([NH:9][C:7]([C:2]2[CH:3]=[CH:4][CH:5]=[CH:6][N:1]=2)=[O:8])=[CH:14][N:13]([CH:15]2[CH2:20][CH2:19][CH2:18][CH2:17][O:16]2)[N:12]=1)=[O:23])([CH3:29])[CH3:28]. The yield is 0.750. (5) The yield is 0.550. No catalyst specified. The product is [Br:22][C:23]1[C:30]([Cl:31])=[CH:29][C:28]([Cl:32])=[CH:27][C:24]=1[CH2:25][N:3]1[C:2]([CH3:21])([CH3:1])[C:6](=[O:7])[N:5]([C:8]2[CH:15]=[CH:14][C:11]([C:12]#[N:13])=[C:10]([C:16]([F:19])([F:17])[F:18])[CH:9]=2)[C:4]1=[O:20]. The reactants are [CH3:1][C:2]1([CH3:21])[C:6](=[O:7])[N:5]([C:8]2[CH:15]=[CH:14][C:11]([C:12]#[N:13])=[C:10]([C:16]([F:19])([F:18])[F:17])[CH:9]=2)[C:4](=[O:20])[NH:3]1.[Br:22][C:23]1[C:30]([Cl:31])=[CH:29][C:28]([Cl:32])=[CH:27][C:24]=1[CH2:25]Br. (6) The reactants are [CH2:1]([C:8]12[CH2:23][CH2:22][C:21](=[O:24])[CH2:20][CH:9]1[CH2:10][CH2:11][CH2:12][C:13]1[CH:18]=[C:17]([OH:19])[CH:16]=[CH:15][C:14]=12)[C:2]1[CH:7]=[CH:6][CH:5]=[CH:4][CH:3]=1.C1C=CC(N([S:32]([C:35]([F:38])([F:37])[F:36])(=[O:34])=[O:33])[S:32]([C:35]([F:38])([F:37])[F:36])(=[O:34])=[O:33])=CC=1.CCN(C(C)C)C(C)C. The catalyst is C(Cl)Cl. The product is [CH2:1]([C@:8]12[CH2:23][CH2:22][C:21](=[O:24])[CH2:20][C@@H:9]1[CH2:10][CH2:11][CH2:12][C:13]1[CH:18]=[C:17]([O:19][S:32]([C:35]([F:38])([F:37])[F:36])(=[O:34])=[O:33])[CH:16]=[CH:15][C:14]2=1)[C:2]1[CH:3]=[CH:4][CH:5]=[CH:6][CH:7]=1.[CH2:1]([C@@:8]12[CH2:23][CH2:22][C:21](=[O:24])[CH2:20][C@H:9]1[CH2:10][CH2:11][CH2:12][C:13]1[CH:18]=[C:17]([O:19][S:32]([C:35]([F:38])([F:37])[F:36])(=[O:34])=[O:33])[CH:16]=[CH:15][C:14]2=1)[C:2]1[CH:3]=[CH:4][CH:5]=[CH:6][CH:7]=1. The yield is 0.260. (7) The reactants are S(Cl)([Cl:3])=O.[Br:5][C:6]([F:17])([F:16])[C:7]([F:15])([F:14])[CH2:8][CH2:9][CH2:10][C:11](O)=[O:12]. No catalyst specified. The product is [Br:5][C:6]([F:17])([F:16])[C:7]([F:15])([F:14])[CH2:8][CH2:9][CH2:10][C:11]([Cl:3])=[O:12]. The yield is 0.880. (8) The reactants are [CH3:1][C:2]1[N:6]([CH2:7][C:8]2[C:17]3[C:12](=[CH:13][CH:14]=[CH:15][CH:16]=3)[CH:11]=[CH:10][CH:9]=2)[C:5]2[CH:18]=[C:19]([N:23]3[CH2:28][CH2:27][O:26][CH2:25][CH2:24]3)[CH:20]=[C:21](N)[C:4]=2[N:3]=1.N([O-])=O.[Na+].[Na+].[Br-:34].C([O-])(O)=O.[Na+]. The catalyst is Br. The product is [Br:34][C:21]1[C:4]2[N:3]=[C:2]([CH3:1])[N:6]([CH2:7][C:8]3[C:17]4[C:12](=[CH:13][CH:14]=[CH:15][CH:16]=4)[CH:11]=[CH:10][CH:9]=3)[C:5]=2[CH:18]=[C:19]([N:23]2[CH2:28][CH2:27][O:26][CH2:25][CH2:24]2)[CH:20]=1. The yield is 0.550. (9) The reactants are FC(F)(F)C1C=C(NC(=O)NC2C=CC(C3SC(CCC(O)=O)=NC=3)=CC=2)C=CC=1.[C:31]([N:33]=[C:34]([NH:56][C:57]1[CH:62]=[CH:61][CH:60]=[CH:59][C:58]=1[F:63])[NH:35][C:36]1[CH:41]=[CH:40][C:39]([C:42]2[S:46][C:45]([CH2:47][CH2:48][C:49]([CH3:55])([CH3:54])[C:50]([O:52]C)=[O:51])=[N:44][CH:43]=2)=[CH:38][CH:37]=1)#[N:32]. No catalyst specified. The product is [C:31]([N:33]=[C:34]([NH:56][C:57]1[CH:62]=[CH:61][CH:60]=[CH:59][C:58]=1[F:63])[NH:35][C:36]1[CH:37]=[CH:38][C:39]([C:42]2[S:46][C:45]([CH2:47][CH2:48][C:49]([CH3:55])([CH3:54])[C:50]([OH:52])=[O:51])=[N:44][CH:43]=2)=[CH:40][CH:41]=1)#[N:32]. The yield is 0.910. (10) The reactants are [CH2:1]([C:8]1[NH:30][C:11]2[N:12]=[N:13][C:14]([C:16]#[C:17][CH2:18][CH2:19][C:20]3[S:24][C:23]([C:25]([O:27][CH2:28][CH3:29])=[O:26])=[N:22][N:21]=3)=[CH:15][C:10]=2[CH:9]=1)[C:2]1[CH:7]=[CH:6][CH:5]=[CH:4][CH:3]=1.CC(O)=O. The catalyst is [Pd].C1COCC1.CO. The product is [CH2:1]([C:8]1[NH:30][C:11]2[N:12]=[N:13][C:14]([CH2:16][CH2:17][CH2:18][CH2:19][C:20]3[S:24][C:23]([C:25]([O:27][CH2:28][CH3:29])=[O:26])=[N:22][N:21]=3)=[CH:15][C:10]=2[CH:9]=1)[C:2]1[CH:7]=[CH:6][CH:5]=[CH:4][CH:3]=1. The yield is 0.990.